This data is from Reaction yield outcomes from USPTO patents with 853,638 reactions. The task is: Predict the reaction yield, written as a fraction of the theoretical maximum amount of product (1.0 means a 100% yield; for example, 0.34 means a 34% yield). The reactants are C(Cl)(=O)C(Cl)=O.CS(C)=O.[CH2:11]([O:18][C:19](=[O:24])[NH:20][CH2:21][CH2:22][OH:23])[C:12]1[CH:17]=[CH:16][CH:15]=[CH:14][CH:13]=1.C(N(CC)CC)C. The catalyst is ClCCl. The product is [CH2:11]([O:18][C:19](=[O:24])[NH:20][CH2:21][CH:22]=[O:23])[C:12]1[CH:17]=[CH:16][CH:15]=[CH:14][CH:13]=1. The yield is 0.480.